The task is: Binary Classification. Given a T-cell receptor sequence (or CDR3 region) and an epitope sequence, predict whether binding occurs between them.. This data is from TCR-epitope binding with 47,182 pairs between 192 epitopes and 23,139 TCRs. The epitope is YLQPRTFLL. The TCR CDR3 sequence is CSAHGDLNTGELFF. Result: 1 (the TCR binds to the epitope).